The task is: Predict the product of the given reaction.. This data is from Forward reaction prediction with 1.9M reactions from USPTO patents (1976-2016). (1) Given the reactants [Br:1][C:2]1[CH:10]=[C:9]2[C:5]([CH:6]=[N:7][NH:8]2)=[CH:4][CH:3]=1.[CH2:11](Br)[C:12]1[CH:17]=[CH:16][CH:15]=[CH:14][CH:13]=1.C(OCC)(=O)C, predict the reaction product. The product is: [CH2:11]([N:7]1[CH:6]=[C:5]2[C:9]([CH:10]=[C:2]([Br:1])[CH:3]=[CH:4]2)=[N:8]1)[C:12]1[CH:17]=[CH:16][CH:15]=[CH:14][CH:13]=1. (2) Given the reactants [N:1]12[CH2:8][CH2:7][CH:4]([CH2:5][CH2:6]1)[CH:3]([CH2:9][C:10]([OH:12])=O)[CH2:2]2.[CH3:13][O:14][C:15]1[CH:16]=[C:17]([C:21]([NH2:24])([CH3:23])[CH3:22])[CH:18]=[CH:19][CH:20]=1, predict the reaction product. The product is: [CH3:13][O:14][C:15]1[CH:16]=[C:17]([C:21]([NH:24][C:10](=[O:12])[CH2:9][CH:3]2[CH:4]3[CH2:5][CH2:6][N:1]([CH2:8][CH2:7]3)[CH2:2]2)([CH3:22])[CH3:23])[CH:18]=[CH:19][CH:20]=1. (3) Given the reactants [CH2:1]([N:3]([CH2:28][CH3:29])[C:4](=[O:27])[C:5]1[CH:10]=[CH:9][C:8]([C@H:11]([C:18]2[CH:23]=[CH:22][CH:21]=[C:20]([N+:24]([O-])=O)[CH:19]=2)[N:12]2[CH2:17][CH2:16][NH:15][CH2:14][CH2:13]2)=[CH:7][CH:6]=1)[CH3:2].[F:30][C:31]1[CH:32]=[C:33]([CH:36]=[CH:37][CH:38]=1)[CH:34]=O.C(O[BH-](OC(=O)C)OC(=O)C)(=O)C.[Na+].C(O)(C(F)(F)F)=O, predict the reaction product. The product is: [NH2:24][C:20]1[CH:19]=[C:18]([C@H:11]([N:12]2[CH2:17][CH2:16][N:15]([CH2:34][C:33]3[CH:36]=[CH:37][CH:38]=[C:31]([F:30])[CH:32]=3)[CH2:14][CH2:13]2)[C:8]2[CH:9]=[CH:10][C:5]([C:4]([N:3]([CH2:28][CH3:29])[CH2:1][CH3:2])=[O:27])=[CH:6][CH:7]=2)[CH:23]=[CH:22][CH:21]=1. (4) Given the reactants [NH2:1][C:2]1[N:10]=[C:9]([C:11]([F:14])([F:13])[F:12])[CH:8]=[CH:7][C:3]=1[C:4]([NH2:6])=[O:5].[CH:15](OC)(OC)OC, predict the reaction product. The product is: [F:13][C:11]([F:14])([F:12])[C:9]1[CH:8]=[CH:7][C:3]2[C:4]([OH:5])=[N:6][CH:15]=[N:1][C:2]=2[N:10]=1. (5) Given the reactants [C:1]([O:10]C)(=O)[C:2]1[C:3](=[CH:5][CH:6]=[CH:7][CH:8]=1)[SH:4].[C:12]([C:14]1[CH:15]=[CH:16][C:17]([O:20][CH2:21][CH2:22][O:23][CH2:24][CH3:25])=[N:18][CH:19]=1)#[N:13].C(N(CC)CC)C, predict the reaction product. The product is: [CH2:24]([O:23][CH2:22][CH2:21][O:20][C:17]1[N:18]=[CH:19][C:14]([C:12]2[S:4][C:3]3[CH:5]=[CH:6][CH:7]=[CH:8][C:2]=3[C:1](=[O:10])[N:13]=2)=[CH:15][CH:16]=1)[CH3:25]. (6) Given the reactants [H-].[Al+3].[Li+].[H-].[H-].[H-].C([O:9][C:10](=O)[C:11]([CH3:40])([C:34]1[CH:39]=[CH:38][CH:37]=[CH:36][CH:35]=1)[CH2:12][CH2:13][CH2:14][CH2:15][S:16][CH2:17][CH2:18][CH2:19][CH2:20][C:21]([C:29](OCC)=[O:30])([C:23]1[CH:28]=[CH:27][CH:26]=[CH:25][CH:24]=1)[CH3:22])C, predict the reaction product. The product is: [OH:9][CH2:10][C:11]([CH3:40])([C:34]1[CH:39]=[CH:38][CH:37]=[CH:36][CH:35]=1)[CH2:12][CH2:13][CH2:14][CH2:15][S:16][CH2:17][CH2:18][CH2:19][CH2:20][C:21]([CH3:22])([C:23]1[CH:28]=[CH:27][CH:26]=[CH:25][CH:24]=1)[CH2:29][OH:30].